From a dataset of Catalyst prediction with 721,799 reactions and 888 catalyst types from USPTO. Predict which catalyst facilitates the given reaction. (1) Product: [CH3:32][O:1][C@@H:2]([C@@H:20]1[CH2:24][CH2:23][CH2:22][N:21]1[C:25]([O:27][C:28]([CH3:29])([CH3:31])[CH3:30])=[O:26])[C@@H:3]([CH3:19])[C:4]([N:6]1[C@H:10]([CH3:11])[C@H:9]([C:12]2[CH:17]=[CH:16][CH:15]=[CH:14][CH:13]=2)[O:8][C:7]1=[O:18])=[O:5]. The catalyst class is: 4. Reactant: [OH:1][C@@H:2]([C@@H:20]1[CH2:24][CH2:23][CH2:22][N:21]1[C:25]([O:27][C:28]([CH3:31])([CH3:30])[CH3:29])=[O:26])[C@@H:3]([CH3:19])[C:4]([N:6]1[C@H:10]([CH3:11])[C@H:9]([C:12]2[CH:17]=[CH:16][CH:15]=[CH:14][CH:13]=2)[O:8][C:7]1=[O:18])=[O:5].[CH3:32]N(C)C1C2C(=CC=CC=2N(C)C)C=CC=1.F[B-](F)(F)F.C[O+](C)C. (2) Reactant: [CH3:1][O:2][C:3]1[CH:4]=[C:5]([CH:8]=[CH:9][C:10]=1[C:11]([F:14])([F:13])[F:12])[CH:6]=O.Cl.[CH:16]1([NH:19][C:20]([NH2:22])=[NH:21])[CH2:18][CH2:17]1.[C:23]([CH2:25][C:26](OCC)=[O:27])#[N:24].C(=O)([O-])[O-].[K+].[K+]. Product: [CH:16]1([NH:19][C:20]2[N:22]=[C:26]([OH:27])[C:25]([C:23]#[N:24])=[C:6]([C:5]3[CH:8]=[CH:9][C:10]([C:11]([F:14])([F:13])[F:12])=[C:3]([O:2][CH3:1])[CH:4]=3)[N:21]=2)[CH2:18][CH2:17]1. The catalyst class is: 14. (3) Reactant: C(=O)([O-])[O-].[K+].[K+].CO.C([O:12][C:13]1[CH:37]=[CH:36][C:16]([C:17]([NH:19][C:20]2[CH:28]=[C:27]([C:29]3[CH:34]=[CH:33][CH:32]=[C:31]([Cl:35])[CH:30]=3)[CH:26]=[CH:25][C:21]=2[C:22]([OH:24])=[O:23])=[O:18])=[CH:15][CH:14]=1)(=O)C. Product: [Cl:35][C:31]1[CH:30]=[C:29]([C:27]2[CH:26]=[CH:25][C:21]([C:22]([OH:24])=[O:23])=[C:20]([NH:19][C:17](=[O:18])[C:16]3[CH:36]=[CH:37][C:13]([OH:12])=[CH:14][CH:15]=3)[CH:28]=2)[CH:34]=[CH:33][CH:32]=1. The catalyst class is: 7. (4) Reactant: C[Si]([N-][Si](C)(C)C)(C)C.[Na+].[CH2:11]([O:13][C:14](=[O:26])[CH2:15][CH2:16][CH2:17][CH2:18][CH2:19][CH2:20][NH:21][S:22]([CH3:25])(=[O:24])=[O:23])[CH3:12].[C:27]([Si:31]([O:34][CH:35]([C:41]1[CH:46]=[CH:45][C:44]([CH2:47]I)=[CH:43][CH:42]=1)[CH2:36][CH2:37][CH2:38][CH2:39][CH3:40])([CH3:33])[CH3:32])([CH3:30])([CH3:29])[CH3:28]. Product: [CH2:11]([O:13][C:14](=[O:26])[CH2:15][CH2:16][CH2:17][CH2:18][CH2:19][CH2:20][NH:21][S:22]([CH2:25][CH2:47][C:44]1[CH:43]=[CH:42][C:41]([CH:35]([O:34][Si:31]([C:27]([CH3:28])([CH3:30])[CH3:29])([CH3:32])[CH3:33])[CH2:36][CH2:37][CH2:38][CH2:39][CH3:40])=[CH:46][CH:45]=1)(=[O:23])=[O:24])[CH3:12]. The catalyst class is: 1. (5) Reactant: C(OC(=O)[N:7]([S:13]([C:16]1[CH:21]=[C:20]([Cl:22])[C:19]([O:23][C:24]2[CH:25]=[N:26][C:27](Cl)=[CH:28][C:29]=2[C:30]2[CH:35]=[CH:34][N:33]=[C:32]([F:36])[CH:31]=2)=[CH:18][C:17]=1[F:38])(=[O:15])=[O:14])[C:8]1[N:9]=[CH:10][S:11][CH:12]=1)(C)(C)C.[F:40][C:41]1[CH:42]=[C:43](B(O)O)[CH:44]=[CH:45][CH:46]=1.C([O-])([O-])=O.[Na+].[Na+].O. Product: [Cl:22][C:20]1[C:19]([O:23][C:24]2[CH:25]=[N:26][C:27]([C:45]3[CH:44]=[CH:43][CH:42]=[C:41]([F:40])[CH:46]=3)=[CH:28][C:29]=2[C:30]2[CH:35]=[CH:34][N:33]=[C:32]([F:36])[CH:31]=2)=[CH:18][C:17]([F:38])=[C:16]([S:13]([NH:7][C:8]2[N:9]=[CH:10][S:11][CH:12]=2)(=[O:15])=[O:14])[CH:21]=1. The catalyst class is: 427. (6) Reactant: [CH2:1]([O:8][C:9]([NH:11][CH:12]1[CH2:18][CH2:17][C:16]2[CH:19]=[CH:20][CH:21]=[CH:22][C:15]=2[CH2:14][C:13]1=[O:23])=[O:10])[C:2]1[CH:7]=[CH:6][CH:5]=[CH:4][CH:3]=1.C=O.N1CCC[CH2:27]1. Product: [CH2:27]=[C:14]1[C:15]2[CH:22]=[CH:21][CH:20]=[CH:19][C:16]=2[CH2:17][CH2:18][CH:12]([NH:11][C:9]([O:8][CH2:1][C:2]2[CH:3]=[CH:4][CH:5]=[CH:6][CH:7]=2)=[O:10])[C:13]1=[O:23]. The catalyst class is: 342. (7) Reactant: [C:1](Cl)(Cl)=[O:2].[NH2:5][C:6]1[S:7][C:8]([C:23]([CH3:26])([CH3:25])[CH3:24])=[CH:9][C:10]=1[C:11]([N:13]1[CH2:18][CH2:17][N:16]([CH3:19])[C:15](=[O:20])[C:14]1([CH3:22])[CH3:21])=[O:12].[CH3:27][C:28]1[CH:34]=[CH:33][C:31]([NH2:32])=[CH:30][C:29]=1[C:35]1[CH:36]=[N:37][C:38]([CH2:41][N:42]2[CH2:47][CH2:46][O:45][CH2:44][CH2:43]2)=[CH:39][CH:40]=1.CCN(C(C)C)C(C)C. Product: [C:23]([C:8]1[S:7][C:6]([NH:5][C:1]([NH:32][C:31]2[CH:33]=[CH:34][C:28]([CH3:27])=[C:29]([C:35]3[CH:36]=[N:37][C:38]([CH2:41][N:42]4[CH2:47][CH2:46][O:45][CH2:44][CH2:43]4)=[CH:39][CH:40]=3)[CH:30]=2)=[O:2])=[C:10]([C:11]([N:13]2[CH2:18][CH2:17][N:16]([CH3:19])[C:15](=[O:20])[C:14]2([CH3:21])[CH3:22])=[O:12])[CH:9]=1)([CH3:26])([CH3:25])[CH3:24]. The catalyst class is: 2.